From a dataset of Full USPTO retrosynthesis dataset with 1.9M reactions from patents (1976-2016). Predict the reactants needed to synthesize the given product. The reactants are: [CH:1]([N:4]1[CH:8]=[N:7][C:6]([CH3:9])=[N:5]1)([CH3:3])[CH3:2].C(N1C(C)=NC=N1)(C)C.C([Li])CCC.[Br:24][C:25]1[C:26]([F:40])=[CH:27][C:28]2[O:37][CH2:36][CH2:35][N:34]3[C:30](=[N:31][C:32](I)=[CH:33]3)[C:29]=2[CH:39]=1. Given the product [Br:24][C:25]1[C:26]([F:40])=[CH:27][C:28]2[O:37][CH2:36][CH2:35][N:34]3[C:30](=[N:31][C:32]([C:8]4[N:4]([CH:1]([CH3:3])[CH3:2])[N:5]=[C:6]([CH3:9])[N:7]=4)=[CH:33]3)[C:29]=2[CH:39]=1, predict the reactants needed to synthesize it.